Task: Predict the reactants needed to synthesize the given product.. Dataset: Retrosynthesis with 50K atom-mapped reactions and 10 reaction types from USPTO (1) Given the product COC(OC)c1ccc(-c2ccccc2-c2nnn(C3CCCCO3)n2)cc1, predict the reactants needed to synthesize it. The reactants are: COC(OC)c1ccc(Br)cc1.Clc1ccccc1-c1nnn(C2CCCCO2)n1. (2) Given the product Cc1ccc(NC(=O)c2cccc(N(C)C)c2)cc1NC(=O)c1ccc2ncccc2c1, predict the reactants needed to synthesize it. The reactants are: Cc1ccc(NC(=O)c2cccc(N(C)C)c2)cc1N.O=C(O)c1ccc2ncccc2c1. (3) Given the product O=C(Cc1ccc2nccnc2c1)N1CCC(c2cccc(C(F)(F)F)c2)CC1, predict the reactants needed to synthesize it. The reactants are: FC(F)(F)c1cccc(C2CCNCC2)c1.O=C(O)Cc1ccc2nccnc2c1.